Dataset: NCI-60 drug combinations with 297,098 pairs across 59 cell lines. Task: Regression. Given two drug SMILES strings and cell line genomic features, predict the synergy score measuring deviation from expected non-interaction effect. (1) Drug 1: CS(=O)(=O)C1=CC(=C(C=C1)C(=O)NC2=CC(=C(C=C2)Cl)C3=CC=CC=N3)Cl. Drug 2: C1CN(P(=O)(OC1)NCCCl)CCCl. Cell line: HCT-15. Synergy scores: CSS=7.66, Synergy_ZIP=-1.35, Synergy_Bliss=0.954, Synergy_Loewe=-2.02, Synergy_HSA=-0.388. (2) Drug 1: CC1C(C(CC(O1)OC2CC(CC3=C2C(=C4C(=C3O)C(=O)C5=C(C4=O)C(=CC=C5)OC)O)(C(=O)C)O)N)O.Cl. Drug 2: CC(C)(C#N)C1=CC(=CC(=C1)CN2C=NC=N2)C(C)(C)C#N. Cell line: SR. Synergy scores: CSS=57.3, Synergy_ZIP=-2.56, Synergy_Bliss=-3.40, Synergy_Loewe=-13.7, Synergy_HSA=-2.02.